The task is: Predict which catalyst facilitates the given reaction.. This data is from Catalyst prediction with 721,799 reactions and 888 catalyst types from USPTO. Reactant: [H-].[Na+].CN(C)C=O.[CH:8]1[C:20]2[NH:19][C:18]3[C:13](=[CH:14][CH:15]=[CH:16][CH:17]=3)[C:12]=2[C:11]([O:21][CH2:22][C:23]([O:25][CH2:26][CH3:27])=[O:24])=[CH:10][CH:9]=1.Cl[CH2:29][C:30]1[CH:49]=[CH:48][C:33]([O:34][CH2:35][C:36]2[N:37]=[C:38]([C:42]3[CH:47]=[CH:46][CH:45]=[CH:44][CH:43]=3)[O:39][C:40]=2[CH3:41])=[C:32]([O:50][CH3:51])[CH:31]=1. The catalyst class is: 6. Product: [CH3:51][O:50][C:32]1[CH:31]=[C:30]([CH:49]=[CH:48][C:33]=1[O:34][CH2:35][C:36]1[N:37]=[C:38]([C:42]2[CH:47]=[CH:46][CH:45]=[CH:44][CH:43]=2)[O:39][C:40]=1[CH3:41])[CH2:29][N:19]1[C:20]2[CH:8]=[CH:9][CH:10]=[C:11]([O:21][CH2:22][C:23]([O:25][CH2:26][CH3:27])=[O:24])[C:12]=2[C:13]2[C:18]1=[CH:17][CH:16]=[CH:15][CH:14]=2.